From a dataset of NCI-60 drug combinations with 297,098 pairs across 59 cell lines. Regression. Given two drug SMILES strings and cell line genomic features, predict the synergy score measuring deviation from expected non-interaction effect. (1) Drug 1: C1=CC(=CC=C1CC(C(=O)O)N)N(CCCl)CCCl.Cl. Drug 2: CCC1=C2CN3C(=CC4=C(C3=O)COC(=O)C4(CC)O)C2=NC5=C1C=C(C=C5)O. Cell line: HCT116. Synergy scores: CSS=48.4, Synergy_ZIP=3.40, Synergy_Bliss=3.69, Synergy_Loewe=-13.9, Synergy_HSA=6.38. (2) Drug 1: CC1C(C(CC(O1)OC2CC(CC3=C2C(=C4C(=C3O)C(=O)C5=C(C4=O)C(=CC=C5)OC)O)(C(=O)C)O)N)O.Cl. Drug 2: CC1=CC2C(CCC3(C2CCC3(C(=O)C)OC(=O)C)C)C4(C1=CC(=O)CC4)C. Cell line: MALME-3M. Synergy scores: CSS=34.7, Synergy_ZIP=5.52, Synergy_Bliss=10.5, Synergy_Loewe=-17.2, Synergy_HSA=6.16.